Dataset: Peptide-MHC class I binding affinity with 185,985 pairs from IEDB/IMGT. Task: Regression. Given a peptide amino acid sequence and an MHC pseudo amino acid sequence, predict their binding affinity value. This is MHC class I binding data. (1) The peptide sequence is TEIGRVPSHL. The MHC is HLA-B40:01 with pseudo-sequence HLA-B40:01. The binding affinity (normalized) is 0.741. (2) The peptide sequence is AETESATLF. The MHC is HLA-B39:01 with pseudo-sequence HLA-B39:01. The binding affinity (normalized) is 0.0847. (3) The MHC is HLA-A03:01 with pseudo-sequence HLA-A03:01. The peptide sequence is TFFSYLMKDK. The binding affinity (normalized) is 0.318. (4) The peptide sequence is IAMESIVIW. The MHC is HLA-B15:01 with pseudo-sequence HLA-B15:01. The binding affinity (normalized) is 0.457. (5) The MHC is HLA-B46:01 with pseudo-sequence HLA-B46:01. The binding affinity (normalized) is 0.0847. The peptide sequence is LSDAARLFL. (6) The peptide sequence is IWYMWLGARY. The MHC is HLA-A30:02 with pseudo-sequence HLA-A30:02. The binding affinity (normalized) is 0.892. (7) The peptide sequence is SSSLTSLLK. The MHC is HLA-A03:01 with pseudo-sequence HLA-A03:01. The binding affinity (normalized) is 0.433. (8) The peptide sequence is SLNRNFTLV. The MHC is HLA-A68:02 with pseudo-sequence HLA-A68:02. The binding affinity (normalized) is 0.499.